From a dataset of Forward reaction prediction with 1.9M reactions from USPTO patents (1976-2016). Predict the product of the given reaction. (1) The product is: [CH3:31][N:32]([CH:33]([CH3:35])[CH3:34])[C:28]([CH:26]1[CH2:25][CH2:24][C:23]2[C:16]3[C:15]([NH:14][C:6]4[CH:7]=[C:8]5[C:12](=[CH:13][C:5]=4[O:4][CH:2]([CH3:3])[CH3:1])[NH:11][N:10]=[CH:9]5)=[N:20][CH:19]=[N:18][C:17]=3[S:21][C:22]=2[CH2:27]1)=[O:30]. Given the reactants [CH3:1][CH:2]([O:4][C:5]1[CH:13]=[C:12]2[C:8]([CH:9]=[N:10][NH:11]2)=[CH:7][C:6]=1[NH:14][C:15]1[C:16]2[C:23]3[CH2:24][CH2:25][CH:26]([C:28]([OH:30])=O)[CH2:27][C:22]=3[S:21][C:17]=2[N:18]=[CH:19][N:20]=1)[CH3:3].[CH3:31][NH:32][CH:33]([CH3:35])[CH3:34], predict the reaction product. (2) The product is: [F:1][C:2]1[CH:3]=[C:4]([CH2:5][OH:6])[CH:7]=[C:8]([F:10])[CH:9]=1. Given the reactants [F:1][C:2]1[CH:3]=[C:4]([CH:7]=[C:8]([F:10])[CH:9]=1)[CH:5]=[O:6].[BH4-].[Na+], predict the reaction product. (3) Given the reactants [CH3:1][N:2]1[C:9](=[O:10])[CH2:8][CH2:7][C@H:3]1[C:4]([OH:6])=O.C(OC1C=CC2C(=CC=CC=2)N1C(OCC)=O)C.Cl.[Cl:30][C:31]1[C:36]([C:37]([F:40])([F:39])[F:38])=[C:35]([F:41])[CH:34]=[CH:33][C:32]=1[CH2:42][NH2:43].C(=O)([O-])O.[Na+], predict the reaction product. The product is: [Cl:30][C:31]1[C:36]([C:37]([F:39])([F:40])[F:38])=[C:35]([F:41])[CH:34]=[CH:33][C:32]=1[CH2:42][NH:43][C:4](=[O:6])[C@@H:3]1[CH2:7][CH2:8][C:9](=[O:10])[N:2]1[CH3:1]. (4) Given the reactants [S:1]([N:11]1[C:19]2[CH2:18][CH2:17][CH2:16][C:15](=[O:20])[C:14]=2[CH:13]=[N:12]1)([C:4]1[CH:10]=[CH:9][C:7]([CH3:8])=[CH:6][CH:5]=1)(=[O:3])=[O:2].[BH4-].[Na+], predict the reaction product. The product is: [S:1]([N:11]1[C:19]2[CH2:18][CH2:17][CH2:16][CH:15]([OH:20])[C:14]=2[CH:13]=[N:12]1)([C:4]1[CH:5]=[CH:6][C:7]([CH3:8])=[CH:9][CH:10]=1)(=[O:3])=[O:2]. (5) Given the reactants [Cl:1][C:2]1[CH:7]=[C:6](B2OC(C)(C)C(C)(C)O2)[CH:5]=[CH:4][C:3]=1[NH:17][C:18](=[O:24])[O:19][C:20]([CH3:23])([CH3:22])[CH3:21].C([O-])([O-])=O.[Na+].[Na+].Cl[C:32]1[CH:37]=[N:36][CH:35]=[C:34]([CH3:38])[N:33]=1, predict the reaction product. The product is: [Cl:1][C:2]1[CH:7]=[C:6]([C:32]2[CH:37]=[N:36][CH:35]=[C:34]([CH3:38])[N:33]=2)[CH:5]=[CH:4][C:3]=1[NH:17][C:18](=[O:24])[O:19][C:20]([CH3:21])([CH3:22])[CH3:23]. (6) Given the reactants C[O-].[Na+].[Cl:4][C:5]1[CH:6]=[C:7]([CH:10]=O)[S:8][CH:9]=1.[N:12]([CH2:15][C:16]([O:18][CH3:19])=[O:17])=[N+]=[N-].[Cl-].[NH4+], predict the reaction product. The product is: [Cl:4][C:5]1[C:6]2[NH:12][C:15]([C:16]([O:18][CH3:19])=[O:17])=[CH:10][C:7]=2[S:8][CH:9]=1. (7) Given the reactants [F:1][C:2]([F:11])([F:10])[C:3]1[N:8]=[C:7]([OH:9])[CH:6]=[CH:5][CH:4]=1.[H-].[Na+].Br[CH2:15][C:16]([CH3:19])([CH3:18])[CH3:17], predict the reaction product. The product is: [CH2:15]([O:9][C:7]1[CH:6]=[CH:5][CH:4]=[C:3]([C:2]([F:1])([F:10])[F:11])[N:8]=1)[C:16]([CH3:19])([CH3:18])[CH3:17]. (8) Given the reactants C(O[C:4]([C:6]1[C:7](=[O:23])[N:8]([CH2:18][CH2:19][CH:20]([CH3:22])[CH3:21])[N:9]=[C:10]([C:13]2[S:14][CH:15]=[CH:16][CH:17]=2)[C:11]=1[OH:12])=[O:5])C.[NH2:24][C:25]1[CH:29]=[C:28]([Cl:30])[S:27][C:26]=1[S:31]([NH2:34])(=[O:33])=[O:32], predict the reaction product. The product is: [Cl:30][C:28]1[S:27][C:26]([S:31](=[O:33])(=[O:32])[NH2:34])=[C:25]([NH:24][C:4]([C:6]2[C:7](=[O:23])[N:8]([CH2:18][CH2:19][CH:20]([CH3:21])[CH3:22])[N:9]=[C:10]([C:13]3[S:14][CH:15]=[CH:16][CH:17]=3)[C:11]=2[OH:12])=[O:5])[CH:29]=1. (9) The product is: [NH2:8][C:7]1[CH:6]=[CH:5][C:4]([CH:11]([CH3:17])[C:12]([O:14][CH2:15][CH3:16])=[O:13])=[CH:3][C:2]=1[F:1]. Given the reactants [F:1][C:2]1[CH:3]=[C:4]([CH:11]([CH3:17])[C:12]([O:14][CH2:15][CH3:16])=[O:13])[CH:5]=[CH:6][C:7]=1[N+:8]([O-])=O, predict the reaction product. (10) Given the reactants [Br:1][C:2]1[CH:8]=[C:7]([F:9])[CH:6]=[C:5]([F:10])[C:3]=1N.N(OCCC(C)C)=O.[CH3:19][S:20]SC, predict the reaction product. The product is: [Br:1][C:2]1[CH:8]=[C:7]([F:9])[CH:6]=[C:5]([F:10])[C:3]=1[S:20][CH3:19].